This data is from NCI-60 drug combinations with 297,098 pairs across 59 cell lines. The task is: Regression. Given two drug SMILES strings and cell line genomic features, predict the synergy score measuring deviation from expected non-interaction effect. (1) Drug 1: CC1OCC2C(O1)C(C(C(O2)OC3C4COC(=O)C4C(C5=CC6=C(C=C35)OCO6)C7=CC(=C(C(=C7)OC)O)OC)O)O. Drug 2: C1=NC(=NC(=O)N1C2C(C(C(O2)CO)O)O)N. Cell line: PC-3. Synergy scores: CSS=15.0, Synergy_ZIP=-6.13, Synergy_Bliss=-5.62, Synergy_Loewe=-6.66, Synergy_HSA=-3.89. (2) Drug 1: CS(=O)(=O)CCNCC1=CC=C(O1)C2=CC3=C(C=C2)N=CN=C3NC4=CC(=C(C=C4)OCC5=CC(=CC=C5)F)Cl. Drug 2: C1=NNC2=C1C(=O)NC=N2. Cell line: A498. Synergy scores: CSS=14.6, Synergy_ZIP=-1.48, Synergy_Bliss=-0.740, Synergy_Loewe=-19.5, Synergy_HSA=-0.712. (3) Drug 1: CC1=C(C=C(C=C1)NC2=NC=CC(=N2)N(C)C3=CC4=NN(C(=C4C=C3)C)C)S(=O)(=O)N.Cl. Drug 2: CN(C)N=NC1=C(NC=N1)C(=O)N. Cell line: OVCAR-4. Synergy scores: CSS=4.47, Synergy_ZIP=-0.293, Synergy_Bliss=1.87, Synergy_Loewe=0.723, Synergy_HSA=1.78. (4) Drug 1: C1=C(C(=O)NC(=O)N1)F. Synergy scores: CSS=29.4, Synergy_ZIP=4.96, Synergy_Bliss=2.98, Synergy_Loewe=3.06, Synergy_HSA=3.19. Cell line: MCF7. Drug 2: CC1C(C(CC(O1)OC2CC(OC(C2O)C)OC3=CC4=CC5=C(C(=O)C(C(C5)C(C(=O)C(C(C)O)O)OC)OC6CC(C(C(O6)C)O)OC7CC(C(C(O7)C)O)OC8CC(C(C(O8)C)O)(C)O)C(=C4C(=C3C)O)O)O)O. (5) Cell line: HCT-15. Drug 1: CN1CCC(CC1)COC2=C(C=C3C(=C2)N=CN=C3NC4=C(C=C(C=C4)Br)F)OC. Synergy scores: CSS=16.9, Synergy_ZIP=-2.85, Synergy_Bliss=1.87, Synergy_Loewe=-3.19, Synergy_HSA=1.36. Drug 2: COCCOC1=C(C=C2C(=C1)C(=NC=N2)NC3=CC=CC(=C3)C#C)OCCOC.Cl.